From a dataset of Full USPTO retrosynthesis dataset with 1.9M reactions from patents (1976-2016). Predict the reactants needed to synthesize the given product. (1) Given the product [Cl:23][C:20]1[CH:21]=[CH:22][C:17]([C:15](=[O:16])[CH2:14][OH:4])=[CH:18][CH:19]=1, predict the reactants needed to synthesize it. The reactants are: BrCC(C1C=CC=CC=1OC)=[O:4].Br[CH2:14][C:15]([C:17]1[CH:22]=[CH:21][C:20]([Cl:23])=[CH:19][CH:18]=1)=[O:16]. (2) Given the product [Cl:11][C:10]1[CH:9]=[C:8]2[C:4]([CH:5]=[C:6]([CH2:12][C:13]3[CH:14]=[CH:15][C:16]([CH3:23])=[C:17]([CH:22]=3)[C:18]([OH:20])=[O:19])[NH:7]2)=[CH:3][C:2]=1[C:34]1[CH:35]=[CH:36][C:37]([C:40]2[O:41][CH:42]=[CH:43][N:44]=2)=[CH:38][CH:39]=1, predict the reactants needed to synthesize it. The reactants are: Br[C:2]1[CH:3]=[C:4]2[C:8](=[CH:9][C:10]=1[Cl:11])[NH:7][C:6]([CH2:12][C:13]1[CH:14]=[CH:15][C:16]([CH3:23])=[C:17]([CH:22]=1)[C:18]([O:20]C)=[O:19])=[CH:5]2.[Li+].[OH-].CC1(C)C(C)(C)OB([C:34]2[CH:39]=[CH:38][C:37]([C:40]3[O:41][CH:42]=[CH:43][N:44]=3)=[CH:36][CH:35]=2)O1. (3) Given the product [C:1]1([C@@H:7]2[CH2:9][C@H:8]2[NH:10][C:11](=[O:12])[O:14][C:1]([CH3:7])([CH3:6])[CH3:2])[CH:6]=[CH:5][CH:4]=[CH:3][CH:2]=1, predict the reactants needed to synthesize it. The reactants are: [C:1]1([C@@H:7]2[CH2:9][C@H:8]2[NH2:10])[CH:6]=[CH:5][CH:4]=[CH:3][CH:2]=1.[C:11]([O-:14])([O-])=[O:12].[K+].[K+]. (4) Given the product [C:1]([C:3]1[C:8](=[O:9])[NH:7][C:6]2[S:10][CH:11]=[C:12]([C:13]3[CH:14]=[CH:15][C:16](/[CH:17]=[N:18]/[O:19][CH2:20][C:21]([NH:34][CH2:33][C:28]4[CH:29]=[CH:30][CH:31]=[CH:32][N:27]=4)=[O:23])=[CH:24][CH:25]=3)[C:5]=2[C:4]=1[OH:26])#[N:2], predict the reactants needed to synthesize it. The reactants are: [C:1]([C:3]1[C:8](=[O:9])[NH:7][CH:6]2[S:10][CH:11]=[C:12]([C:13]3[CH:25]=[CH:24][C:16]([CH:17]=[N:18][O:19][CH2:20][C:21]([OH:23])=O)=[CH:15][CH:14]=3)[CH:5]2[C:4]=1[OH:26])#[N:2].[N:27]1[CH:32]=[CH:31][CH:30]=[CH:29][C:28]=1[CH2:33][NH2:34].C1(N=C=NC2CCCCC2)CCCCC1.O.ON1C2C=CC=CC=2N=N1.C(O)C(N)(CO)CO. (5) Given the product [CH2:29]([NH:31][C:11]([C:9]1[CH:8]=[CH:7][C:6]2[N:2]([CH2:1][CH3:32])[C:3]([NH:14][C:15]3[S:16][C:17]4[CH:23]=[C:22]([O:24][C:25]([F:26])([F:28])[F:27])[CH:21]=[CH:20][C:18]=4[N:19]=3)=[N:4][C:5]=2[CH:10]=1)=[O:13])[CH3:30], predict the reactants needed to synthesize it. The reactants are: [CH3:1][N:2]1[C:6]2[CH:7]=[CH:8][C:9]([C:11]([OH:13])=O)=[CH:10][C:5]=2[N:4]=[C:3]1[NH:14][C:15]1[S:16][C:17]2[CH:23]=[C:22]([O:24][C:25]([F:28])([F:27])[F:26])[CH:21]=[CH:20][C:18]=2[N:19]=1.[CH2:29]([NH2:31])[CH3:30].[CH:32]1C=CC(P(N=[N+]=[N-])(C2C=CC=CC=2)=O)=CC=1.CCN(C(C)C)C(C)C. (6) Given the product [F:15][C:2]([F:14])([F:1])[C:3]1[CH:11]=[CH:10][C:9]2[N:8]3[CH2:26][CH2:27][O:13][CH2:12][C:7]3=[CH:6][C:5]=2[CH:4]=1, predict the reactants needed to synthesize it. The reactants are: [F:1][C:2]([F:15])([F:14])[C:3]1[CH:4]=[C:5]2[C:9](=[CH:10][CH:11]=1)[NH:8][C:7]([CH2:12][OH:13])=[CH:6]2.[OH-].[K+].FC(F)(F)S([O-])(=O)=O.[C:26]1([S+](C2C=CC=CC=2)C=C)C=CC=C[CH:27]=1. (7) The reactants are: [CH3:1][S:2]([CH2:4][CH2:5][CH:6]([NH:18]C(=O)OC(C)(C)C)[C:7]([NH:9][CH2:10][CH2:11][CH2:12][CH2:13][CH2:14][CH2:15][CH2:16][CH3:17])=[O:8])=[O:3].C(O)(C(F)(F)F)=O. Given the product [NH2:18][CH:6]([CH2:5][CH2:4][S:2]([CH3:1])=[O:3])[C:7]([NH:9][CH2:10][CH2:11][CH2:12][CH2:13][CH2:14][CH2:15][CH2:16][CH3:17])=[O:8], predict the reactants needed to synthesize it. (8) Given the product [I:1][C:2]1[CH:3]=[CH:4][C:5]([N+:11]([O-:13])=[O:12])=[C:6]([CH:10]=1)[CH:7]=[O:8], predict the reactants needed to synthesize it. The reactants are: [I:1][C:2]1[CH:3]=[CH:4][C:5]([N+:11]([O-:13])=[O:12])=[C:6]([CH:10]=1)[C:7](O)=[O:8].O1CCCC1.B.